Dataset: Full USPTO retrosynthesis dataset with 1.9M reactions from patents (1976-2016). Task: Predict the reactants needed to synthesize the given product. (1) The reactants are: [N:1]1[N:9]2[C:4]([CH2:5][S:6][CH2:7][CH2:8]2)=[CH:3][C:2]=1[CH2:10][OH:11]. Given the product [N:1]1[N:9]2[C:4]([CH2:5][S:6][CH2:7][CH2:8]2)=[CH:3][C:2]=1[CH:10]=[O:11], predict the reactants needed to synthesize it. (2) Given the product [Br:13][C:14]1[CH:15]=[C:16]2[C:20](=[CH:21][CH:22]=1)[N:19]([S:9]([C:6]1[CH:7]=[CH:8][C:3]([C:1]#[N:2])=[CH:4][CH:5]=1)(=[O:11])=[O:10])[CH2:18][CH2:17]2, predict the reactants needed to synthesize it. The reactants are: [C:1]([C:3]1[CH:8]=[CH:7][C:6]([S:9](Cl)(=[O:11])=[O:10])=[CH:5][CH:4]=1)#[N:2].[Br:13][C:14]1[CH:15]=[C:16]2[C:20](=[CH:21][CH:22]=1)[NH:19][CH2:18][CH2:17]2.C(N(CC)CC)C. (3) Given the product [O:29]=[C:30]1[NH:35][C:34](=[O:36])[C:33]([C:2]2[CH:3]=[C:4]([C:8]3[CH:9]=[N:10][C:11]([NH:23][C:24]([NH:26][CH2:27][CH3:28])=[O:25])=[CH:12][C:13]=3[C:14]3[S:15][CH:16]=[C:17]([C:19]([F:22])([F:21])[F:20])[N:18]=3)[CH:5]=[N:6][CH:7]=2)=[CH:32][NH:31]1, predict the reactants needed to synthesize it. The reactants are: Br[C:2]1[CH:3]=[C:4]([C:8]2[CH:9]=[N:10][C:11]([NH:23][C:24]([NH:26][CH2:27][CH3:28])=[O:25])=[CH:12][C:13]=2[C:14]2[S:15][CH:16]=[C:17]([C:19]([F:22])([F:21])[F:20])[N:18]=2)[CH:5]=[N:6][CH:7]=1.[O:29]=[C:30]1[NH:35][C:34](=[O:36])[C:33](B(O)O)=[CH:32][NH:31]1.C1(P(C2CCCCC2)C2C=CC=CC=2C2C(C(C)C)=CC(C(C)C)=CC=2C(C)C)CCCCC1.C(=O)([O-])[O-].[Na+].[Na+]. (4) Given the product [CH:19]1([NH:25][C:2]2[C:11]3[C:6](=[CH:7][CH:8]=[CH:9][CH:10]=3)[C:5]([CH2:12][C:13]3[CH:18]=[CH:17][N:16]=[CH:15][CH:14]=3)=[N:4][N:3]=2)[CH2:24][CH2:23][CH2:22][CH2:21][CH2:20]1, predict the reactants needed to synthesize it. The reactants are: Cl[C:2]1[C:11]2[C:6](=[CH:7][CH:8]=[CH:9][CH:10]=2)[C:5]([CH2:12][C:13]2[CH:18]=[CH:17][N:16]=[CH:15][CH:14]=2)=[N:4][N:3]=1.[CH:19]1([NH2:25])[CH2:24][CH2:23][CH2:22][CH2:21][CH2:20]1.C(=O)([O-])O.[Na+]. (5) Given the product [C:8]1([N:9]2[CH2:10][CH2:25][N:24]([CH:23]=[O:21])[CH2:27][CH2:11]2)[CH:7]=[CH:6][CH:33]=[CH:34][CH:29]=1, predict the reactants needed to synthesize it. The reactants are: CCN=C=N[CH2:6][CH2:7][CH2:8][N:9]([CH3:11])[CH3:10].C1C=CC2N([OH:21])N=NC=2C=1.C[CH2:23][N:24]([CH2:27]C)[CH2:25]C.[CH:29]1C=CC(N2CCNCC2)=[CH:33][CH:34]=1. (6) Given the product [Cl:24][C:25]1[C:26]([N:31]2[CH2:32][CH2:33][N:34]([C:14]([CH:13]3[CH2:12][N:11]([S:17]([CH:20]([CH3:21])[CH3:22])(=[O:18])=[O:19])[C:10](=[O:23])[N:9]3[C:3]3[CH:4]=[CH:5][C:6]([F:8])=[CH:7][C:2]=3[F:1])=[O:16])[CH2:35][CH2:36]2)=[N:27][CH:28]=[CH:29][CH:30]=1, predict the reactants needed to synthesize it. The reactants are: [F:1][C:2]1[CH:7]=[C:6]([F:8])[CH:5]=[CH:4][C:3]=1[N:9]1[CH:13]([C:14]([OH:16])=O)[CH2:12][N:11]([S:17]([CH:20]([CH3:22])[CH3:21])(=[O:19])=[O:18])[C:10]1=[O:23].[Cl:24][C:25]1[C:26]([N:31]2[CH2:36][CH2:35][NH:34][CH2:33][CH2:32]2)=[N:27][CH:28]=[CH:29][CH:30]=1.